From a dataset of Forward reaction prediction with 1.9M reactions from USPTO patents (1976-2016). Predict the product of the given reaction. (1) Given the reactants O.C1(C)C=CC(S(O)(=O)=O)=CC=1.[CH2:13]([O:15][C:16](=[O:37])[CH2:17][O:18][CH2:19]/[CH:20]=[CH:21]\[CH2:22][N:23]1[C:28](=[O:29])[CH2:27][CH2:26][CH2:25][C@@H:24]1[CH2:30][O:31]C(OCC)C)C, predict the reaction product. The product is: [CH3:13][O:15][C:16](=[O:37])[CH2:17][O:18][CH2:19]/[CH:20]=[CH:21]\[CH2:22][N:23]1[C:28](=[O:29])[CH2:27][CH2:26][CH2:25][C@@H:24]1[CH2:30][OH:31]. (2) The product is: [CH3:4][N:5]([CH:9]=[N:2][C:1]([C@H:4]1[CH2:8][CH2:7][CH2:6][N:5]1[C:9]([O:11][CH2:12][C:13]1[CH:18]=[CH:17][CH:16]=[CH:15][CH:14]=1)=[O:10])=[O:3])[CH3:6]. Given the reactants [C:1]([C@H:4]1[CH2:8][CH2:7][CH2:6][N:5]1[C:9]([O:11][CH2:12][C:13]1[CH:18]=[CH:17][CH:16]=[CH:15][CH:14]=1)=[O:10])(=[O:3])[NH2:2], predict the reaction product.